Dataset: Forward reaction prediction with 1.9M reactions from USPTO patents (1976-2016). Task: Predict the product of the given reaction. (1) The product is: [O:38]=[S:9]1(=[O:8])[C:15]2[CH:16]=[C:17]([O:22][CH2:2][C:3]([O:5][CH2:6][CH3:7])=[O:4])[C:18]([S:20][CH3:21])=[CH:19][C:14]=2[N:13]([C:23]2[CH:28]=[CH:27][C:26]([Cl:29])=[CH:25][CH:24]=2)[CH2:12][C:11]([CH2:34][CH2:35][CH2:36][CH3:37])([CH2:30][CH2:31][CH2:32][CH3:33])[CH2:10]1. Given the reactants Br[CH2:2][C:3]([O:5][CH2:6][CH3:7])=[O:4].[O:8]=[S:9]1(=[O:38])[C:15]2[CH:16]=[C:17]([OH:22])[C:18]([S:20][CH3:21])=[CH:19][C:14]=2[N:13]([C:23]2[CH:28]=[CH:27][C:26]([Cl:29])=[CH:25][CH:24]=2)[CH2:12][C:11]([CH2:34][CH2:35][CH2:36][CH3:37])([CH2:30][CH2:31][CH2:32][CH3:33])[CH2:10]1.C([O-])([O-])=O.[Na+].[Na+], predict the reaction product. (2) Given the reactants [Cl:1][C:2]1[CH:3]=[C:4]2[C:9](=[CH:10][C:11]=1[NH:12][CH2:13][C:14]1[C:15]([NH:24]CC3C=CC(OC)=CC=3)=[N:16][CH:17]=[CH:18][C:19]=1[C:20]([F:23])([F:22])[F:21])[O:8][CH:7]([C:34]1[C:39]([F:40])=[CH:38][CH:37]=[CH:36][N:35]=1)[CH2:6][CH2:5]2.FC(F)(F)C(O)=O.C(=O)([O-])O.[Na+], predict the reaction product. The product is: [Cl:1][C:2]1[CH:3]=[C:4]2[C:9](=[CH:10][C:11]=1[NH:12][CH2:13][C:14]1[C:15]([NH2:24])=[N:16][CH:17]=[CH:18][C:19]=1[C:20]([F:22])([F:23])[F:21])[O:8][CH:7]([C:34]1[C:39]([F:40])=[CH:38][CH:37]=[CH:36][N:35]=1)[CH2:6][CH2:5]2. (3) Given the reactants Cl.[NH2:2][C@@H:3]1[CH2:12][CH2:11][CH2:10][C:9]2[C:8]([C:13]3[S:17][C:16]([C:18]4[CH:19]=[CH:20][C:21]([O:26][CH:27]([CH3:29])[CH3:28])=[C:22]([CH:25]=4)[C:23]#[N:24])=[N:15][N:14]=3)=[CH:7][CH:6]=[CH:5][C:4]1=2.Br[CH2:31][C:32]([O:34][CH3:35])=[O:33].C([O-])([O-])=O.[K+].[K+], predict the reaction product. The product is: [C:23]([C:22]1[CH:25]=[C:18]([C:16]2[S:17][C:13]([C:8]3[CH:7]=[CH:6][CH:5]=[C:4]4[C:9]=3[CH2:10][CH2:11][CH2:12][C@H:3]4[NH:2][CH2:31][C:32]([O:34][CH3:35])=[O:33])=[N:14][N:15]=2)[CH:19]=[CH:20][C:21]=1[O:26][CH:27]([CH3:29])[CH3:28])#[N:24]. (4) The product is: [OH:1][CH:2]([C:6]1[CH:11]=[CH:10][C:9]([C:12]2[N:16]=[C:15]([C:17]3[CH:18]=[N:19][N:20]([C:26]4[CH:27]=[CH:28][CH:29]=[CH:30][CH:31]=4)[C:21]=3[C:22]([F:23])([F:24])[F:25])[O:14][N:13]=2)=[CH:8][CH:7]=1)[C:3]([NH:32][CH2:33][CH2:34][CH2:35][OH:36])=[O:4]. Given the reactants [OH:1][CH:2]([C:6]1[CH:11]=[CH:10][C:9]([C:12]2[N:16]=[C:15]([C:17]3[CH:18]=[N:19][N:20]([C:26]4[CH:31]=[CH:30][CH:29]=[CH:28][CH:27]=4)[C:21]=3[C:22]([F:25])([F:24])[F:23])[O:14][N:13]=2)=[CH:8][CH:7]=1)[C:3](O)=[O:4].[NH2:32][CH2:33][CH2:34][CH2:35][OH:36].CN(C(ON1N=NC2C=CC=NC1=2)=[N+](C)C)C.F[P-](F)(F)(F)(F)F.CN1CCOCC1, predict the reaction product. (5) Given the reactants [OH:1][CH2:2][CH:3]1[CH2:6][CH2:5][O:4]1.CN1CCOCC1.ClC(OC1C=CC([N+]([O-])=O)=CC=1)=O.[CH:27]([CH:30]1[C:35]2[N:36]=[CH:37][NH:38][C:34]=2[CH2:33][CH2:32][N:31]1[C:39](OCC1SC=CN=1)=[O:40])([CH3:29])[CH3:28].CCN(C(C)C)C(C)C, predict the reaction product. The product is: [CH:27]([CH:30]1[C:35]2[N:36]=[CH:37][NH:38][C:34]=2[CH2:33][CH2:32][N:31]1[C:39]([O:1][CH2:2][CH:3]1[CH2:6][CH2:5][O:4]1)=[O:40])([CH3:29])[CH3:28]. (6) Given the reactants [CH3:1][O:2][C:3]1[CH:8]=[CH:7][C:6](B(O)O)=[CH:5][C:4]=1[CH3:12].Br[C:14]1[CH:19]=[C:18]([CH3:20])[CH:17]=[CH:16][N:15]=1.P([O-])([O-])([O-])=O.[K+].[K+].[K+].O1CCOCC1, predict the reaction product. The product is: [CH3:20][C:18]1[CH:17]=[CH:16][N:15]=[C:14]([C:6]2[CH:7]=[CH:8][C:3]([O:2][CH3:1])=[C:4]([CH3:12])[CH:5]=2)[CH:19]=1. (7) Given the reactants [F:1][C:2]1[CH:10]=[C:9]([F:11])[CH:8]=[CH:7][C:3]=1[C:4]([NH2:6])=[O:5].[CH3:12][N:13]([CH:15](OC)OC)[CH3:14], predict the reaction product. The product is: [CH3:12][N:13]([CH3:15])/[CH:14]=[N:6]/[C:4](=[O:5])[C:3]1[CH:7]=[CH:8][C:9]([F:11])=[CH:10][C:2]=1[F:1].